From a dataset of Full USPTO retrosynthesis dataset with 1.9M reactions from patents (1976-2016). Predict the reactants needed to synthesize the given product. (1) Given the product [OH:2][C:3]1[CH:12]=[C:11]2[C:6]([CH2:7][C:8]([CH3:15])([CH3:14])[CH2:9][C:10]2=[O:13])=[CH:5][CH:4]=1, predict the reactants needed to synthesize it. The reactants are: C[O:2][C:3]1[CH:12]=[C:11]2[C:6]([CH2:7][C:8]([CH3:15])([CH3:14])[CH2:9][C:10]2=[O:13])=[CH:5][CH:4]=1.B(Br)(Br)Br. (2) Given the product [CH2:1]([O:2][C:3]([C:4]1[C:14](=[O:13])[C:15]2[C:16](=[CH:17][CH:18]=[CH:19][CH:20]=2)[NH:21][C:5]=1[CH:7]1[CH2:9][CH2:8]1)=[O:10])[CH3:23], predict the reactants needed to synthesize it. The reactants are: [CH3:1][O:2][C:3](=[O:10])[CH2:4][C:5]([CH:7]1[CH2:9][CH2:8]1)=O.C([O:13][C:14](=O)[C:15]1[CH:20]=[CH:19][CH:18]=[CH:17][C:16]=1[NH2:21])C.[C:23]1(C)C=CC=CC=1. (3) Given the product [CH:15]1([CH2:16][O:9][C:8]([C:5]2[CH:4]=[CH:3][C:2]([OH:1])=[CH:7][N:6]=2)=[O:10])[CH2:13][CH2:14]1, predict the reactants needed to synthesize it. The reactants are: [OH:1][C:2]1[CH:3]=[CH:4][C:5]([C:8]([OH:10])=[O:9])=[N:6][CH:7]=1.C1C=[CH:13][C:14]2N(O)N=N[C:15]=2[CH:16]=1.CCN(C(C)C)C(C)C.C1(CO)CC1. (4) Given the product [C:16]([O:20][C:21]([N:23]([CH3:42])[C@@H:24]([CH3:41])[C:25]([NH:27][C@@H:28]([CH2:33][C:34]1[CH:35]=[CH:36][C:37]([O:6][S:3]([C:2]([F:15])([F:14])[F:1])(=[O:5])=[O:4])=[CH:38][CH:39]=1)[C:29]([O:31][CH3:32])=[O:30])=[O:26])=[O:22])([CH3:18])([CH3:19])[CH3:17], predict the reactants needed to synthesize it. The reactants are: [F:1][C:2]([F:15])([F:14])[S:3]([O:6]S(C(F)(F)F)(=O)=O)(=[O:5])=[O:4].[C:16]([O:20][C:21]([N:23]([CH3:42])[C@@H:24]([CH3:41])[C:25]([NH:27][C@@H:28]([CH2:33][C:34]1[CH:39]=[CH:38][C:37](O)=[CH:36][CH:35]=1)[C:29]([O:31][CH3:32])=[O:30])=[O:26])=[O:22])([CH3:19])([CH3:18])[CH3:17].N1C=CC=CC=1.